This data is from Merck oncology drug combination screen with 23,052 pairs across 39 cell lines. The task is: Regression. Given two drug SMILES strings and cell line genomic features, predict the synergy score measuring deviation from expected non-interaction effect. (1) Drug 1: NC1(c2ccc(-c3nc4ccn5c(=O)[nH]nc5c4cc3-c3ccccc3)cc2)CCC1. Drug 2: C#Cc1cccc(Nc2ncnc3cc(OCCOC)c(OCCOC)cc23)c1. Cell line: NCIH1650. Synergy scores: synergy=30.1. (2) Drug 1: COC12C(COC(N)=O)C3=C(C(=O)C(C)=C(N)C3=O)N1CC1NC12. Drug 2: CS(=O)(=O)CCNCc1ccc(-c2ccc3ncnc(Nc4ccc(OCc5cccc(F)c5)c(Cl)c4)c3c2)o1. Cell line: VCAP. Synergy scores: synergy=17.9. (3) Drug 1: COC12C(COC(N)=O)C3=C(C(=O)C(C)=C(N)C3=O)N1CC1NC12. Drug 2: Cn1cc(-c2cnn3c(N)c(Br)c(C4CCCNC4)nc23)cn1. Cell line: NCIH520. Synergy scores: synergy=31.8. (4) Drug 1: Nc1ccn(C2OC(CO)C(O)C2(F)F)c(=O)n1. Drug 2: CS(=O)(=O)CCNCc1ccc(-c2ccc3ncnc(Nc4ccc(OCc5cccc(F)c5)c(Cl)c4)c3c2)o1. Cell line: VCAP. Synergy scores: synergy=9.71.